From a dataset of Reaction yield outcomes from USPTO patents with 853,638 reactions. Predict the reaction yield, written as a fraction of the theoretical maximum amount of product (1.0 means a 100% yield; for example, 0.34 means a 34% yield). The reactants are Br[C:2]1[CH:7]=[CH:6][C:5]([Br:8])=[CH:4][N:3]=1.[NH:9]1[CH2:13][CH2:12][CH2:11][CH2:10]1. The catalyst is C(O)CCC. The product is [Br:8][C:5]1[CH:6]=[CH:7][C:2]([N:9]2[CH2:13][CH2:12][CH2:11][CH2:10]2)=[N:3][CH:4]=1. The yield is 0.980.